From a dataset of Forward reaction prediction with 1.9M reactions from USPTO patents (1976-2016). Predict the product of the given reaction. (1) Given the reactants C1(S([N:10]2[C:14]3=[N:15][CH:16]=[CH:17][CH:18]=[C:13]3[C:12]([C:19]3[CH:28]=[C:27]4[C:22]([CH2:23][CH2:24][CH2:25][CH:26]4[NH:29][C:30]([C:32]4[C:33](=[O:47])[N:34]([CH2:38][C:39]5[CH:44]=[CH:43][C:42]([F:45])=[C:41]([F:46])[CH:40]=5)[CH:35]=[CH:36][CH:37]=4)=[O:31])=[CH:21][CH:20]=3)=[CH:11]2)(=O)=O)C=CC=CC=1.C(Cl)Cl, predict the reaction product. The product is: [NH:10]1[C:14]2=[N:15][CH:16]=[CH:17][CH:18]=[C:13]2[C:12]([C:19]2[CH:28]=[C:27]3[C:22]([CH2:23][CH2:24][CH2:25][CH:26]3[NH:29][C:30]([C:32]3[C:33](=[O:47])[N:34]([CH2:38][C:39]4[CH:44]=[CH:43][C:42]([F:45])=[C:41]([F:46])[CH:40]=4)[CH:35]=[CH:36][CH:37]=3)=[O:31])=[CH:21][CH:20]=2)=[CH:11]1. (2) Given the reactants C(=O)([O-])O.[Na+].[N+:6]([C:9]1[CH:10]=[N:11][N:12]([CH2:14][C:15]([OH:17])=[O:16])[CH:13]=1)([O-:8])=[O:7].F[P-](F)(F)(F)(F)F.N1(OC(N(C)C)=[N+](C)C)C2N=CC=CC=2N=N1.O[C:43]1[CH:44]=[N:45][C:46]2[C:51]([C:52]=1[CH:53]=O)=[CH:50][C:49]([O:55][CH3:56])=[CH:48][CH:47]=2.N12CCCN=C1CCCCC2, predict the reaction product. The product is: [CH3:56][O:55][C:49]1[CH:50]=[C:51]2[C:46](=[CH:47][CH:48]=1)[N:45]=[CH:44][C:43]1[O:16][C:15](=[O:17])[C:14]([N:12]3[CH:13]=[C:9]([N+:6]([O-:8])=[O:7])[CH:10]=[N:11]3)=[CH:53][C:52]2=1. (3) Given the reactants [OH:1][C:2]1[CH:7]=[CH:6][C:5]([OH:8])=[CH:4][C:3]=1[C:9](=[O:18])[CH2:10][C:11]1[CH:16]=[CH:15][CH:14]=[C:13]([OH:17])[CH:12]=1.[C:33]1(C)[CH:34]=[CH:35]C(S([O-])(=[O:26])=[O:26])=[CH:31][CH:32]=1.[NH+]1[CH:35]=[CH:34][CH:33]=[CH:32][CH:31]=1.[O:36]1[CH:41]=[CH:40][CH2:39][CH2:38][CH2:37]1, predict the reaction product. The product is: [OH:1][C:2]1[CH:7]=[CH:6][C:5]([O:8][CH:35]2[CH2:34][CH2:33][CH2:32][CH2:31][O:26]2)=[CH:4][C:3]=1[C:9](=[O:18])[CH2:10][C:11]1[CH:16]=[CH:15][CH:14]=[C:13]([O:17][CH:41]2[CH2:40][CH2:39][CH2:38][CH2:37][O:36]2)[CH:12]=1. (4) The product is: [Cl:1][C:2]1[C:3]2[CH2:11][CH2:10][NH:9][CH2:8][C:4]=2[N:5]=[CH:6][N:7]=1. Given the reactants [Cl:1][C:2]1[C:3]2[CH2:11][CH2:10][N:9](C(OC(C)(C)C)=O)[CH2:8][C:4]=2[N:5]=[CH:6][N:7]=1.C(O)(C(F)(F)F)=O, predict the reaction product. (5) Given the reactants C[O:2][C:3]([C:5]1([NH:14][C:15](=[O:35])[C:16]2[CH:21]=[CH:20][C:19]([O:22][CH3:23])=[C:18]([O:24][CH2:25][CH2:26][C:27]3[CH:32]=[CH:31][CH:30]=[C:29]([S:33][CH3:34])[CH:28]=3)[CH:17]=2)[CH2:13][C:12]2[C:7](=[CH:8][CH:9]=[CH:10][CH:11]=2)[CH2:6]1)=[O:4].[OH-].[Li+], predict the reaction product. The product is: [CH3:23][O:22][C:19]1[CH:20]=[CH:21][C:16]([C:15]([NH:14][C:5]2([C:3]([OH:4])=[O:2])[CH2:6][C:7]3[C:12](=[CH:11][CH:10]=[CH:9][CH:8]=3)[CH2:13]2)=[O:35])=[CH:17][C:18]=1[O:24][CH2:25][CH2:26][C:27]1[CH:32]=[CH:31][CH:30]=[C:29]([S:33][CH3:34])[CH:28]=1. (6) Given the reactants [Cl:1][C:2]1[N:7]=[C:6]2[N:8]([CH:11]([CH3:13])[CH3:12])[CH:9]=[N:10][C:5]2=[C:4](Cl)[CH:3]=1.[NH2:15][CH2:16][CH2:17][C:18]1[CH:23]=[CH:22][C:21]([OH:24])=[CH:20][CH:19]=1, predict the reaction product. The product is: [Cl:1][C:2]1[N:7]=[C:6]2[N:8]([CH:11]([CH3:13])[CH3:12])[CH:9]=[N:10][C:5]2=[C:4]([NH:15][CH2:16][CH2:17][C:18]2[CH:23]=[CH:22][C:21]([OH:24])=[CH:20][CH:19]=2)[CH:3]=1. (7) Given the reactants [N+:1]([C:4]1[CH:12]=[C:11]2[C:7]([C:8]([C:13]3[CH2:18][CH2:17][C:16](=O)[CH2:15][CH:14]=3)=[CH:9][NH:10]2)=[CH:6][CH:5]=1)([O-:3])=[O:2].CC(O)=O.Cl.[CH3:25][NH2:26].[OH-].[Na+], predict the reaction product. The product is: [CH3:25][NH:26][CH:16]1[CH2:17][CH2:18][C:13]([C:8]2[C:7]3[C:11](=[CH:12][C:4]([N+:1]([O-:3])=[O:2])=[CH:5][CH:6]=3)[NH:10][CH:9]=2)=[CH:14][CH2:15]1. (8) Given the reactants [F:1][C:2]1([F:25])[O:6][C:5]2[CH:7]=[CH:8][C:9]([N:11]3[CH:16]=[CH:15][C:14](=[O:17])[C:13]([C:18](=O)/[CH:19]=[CH:20]/N(C)C)=[N:12]3)=[CH:10][C:4]=2[O:3]1.[NH:26]([C:28]1[CH:33]=[CH:32][N:31]=[C:30]([CH3:34])[CH:29]=1)[NH2:27], predict the reaction product. The product is: [F:25][C:2]1([F:1])[O:6][C:5]2[CH:7]=[CH:8][C:9]([N:11]3[CH:16]=[CH:15][C:14](=[O:17])[C:13]([C:18]4[N:26]([C:28]5[CH:33]=[CH:32][N:31]=[C:30]([CH3:34])[CH:29]=5)[N:27]=[CH:20][CH:19]=4)=[N:12]3)=[CH:10][C:4]=2[O:3]1. (9) Given the reactants [Br:1][C:2]1[C:3]([C:12]2[O:13][CH:14]=[CH:15][CH:16]=2)=[N:4][C:5]([NH2:11])=[N:6][C:7]=1[S:8]([CH3:10])=O.[CH2:17](S)[CH2:18][CH2:19]C.C1CCN2C(=NCCC2)CC1, predict the reaction product. The product is: [Br:1][C:2]1[C:7]([S:8][CH2:10][CH2:17][CH2:18][CH3:19])=[N:6][C:5]([NH2:11])=[N:4][C:3]=1[C:12]1[O:13][CH:14]=[CH:15][CH:16]=1. (10) Given the reactants [N+:1]([C:4]1[CH:5]=[C:6]([CH:10]=[CH:11][CH:12]=1)[C:7]([OH:9])=O)([O-:3])=[O:2].[CH3:13][O:14][C:15]([C:17]12[CH2:26][CH:21]3[CH2:22][CH:23]([CH2:25][CH:19]([CH:20]3[NH2:27])[CH2:18]1)[CH2:24]2)=[O:16].C(Cl)CCl.C1C=CC2N(O)N=NC=2C=1, predict the reaction product. The product is: [CH3:13][O:14][C:15]([C:17]12[CH2:26][CH:21]3[CH2:22][CH:23]([CH2:25][CH:19]([CH:20]3[NH:27][C:7](=[O:9])[C:6]3[CH:10]=[CH:11][CH:12]=[C:4]([N+:1]([O-:3])=[O:2])[CH:5]=3)[CH2:18]1)[CH2:24]2)=[O:16].